Dataset: NCI-60 drug combinations with 297,098 pairs across 59 cell lines. Task: Regression. Given two drug SMILES strings and cell line genomic features, predict the synergy score measuring deviation from expected non-interaction effect. (1) Drug 1: C1=CC(=CC=C1C#N)C(C2=CC=C(C=C2)C#N)N3C=NC=N3. Drug 2: C(CN)CNCCSP(=O)(O)O. Cell line: HCT-15. Synergy scores: CSS=-4.52, Synergy_ZIP=-0.108, Synergy_Bliss=-2.37, Synergy_Loewe=-7.30, Synergy_HSA=-3.56. (2) Drug 2: C1=CC(=CC=C1CCCC(=O)O)N(CCCl)CCCl. Synergy scores: CSS=40.0, Synergy_ZIP=-9.55, Synergy_Bliss=-9.11, Synergy_Loewe=-5.16, Synergy_HSA=-3.07. Cell line: T-47D. Drug 1: C1=C(C(=O)NC(=O)N1)F. (3) Drug 1: CC1=C(N=C(N=C1N)C(CC(=O)N)NCC(C(=O)N)N)C(=O)NC(C(C2=CN=CN2)OC3C(C(C(C(O3)CO)O)O)OC4C(C(C(C(O4)CO)O)OC(=O)N)O)C(=O)NC(C)C(C(C)C(=O)NC(C(C)O)C(=O)NCCC5=NC(=CS5)C6=NC(=CS6)C(=O)NCCC[S+](C)C)O. Drug 2: CCC1(C2=C(COC1=O)C(=O)N3CC4=CC5=C(C=CC(=C5CN(C)C)O)N=C4C3=C2)O.Cl. Cell line: MDA-MB-435. Synergy scores: CSS=13.2, Synergy_ZIP=-5.94, Synergy_Bliss=-0.639, Synergy_Loewe=-3.40, Synergy_HSA=-0.177. (4) Drug 2: CC12CCC3C(C1CCC2OP(=O)(O)O)CCC4=C3C=CC(=C4)OC(=O)N(CCCl)CCCl.[Na+]. Drug 1: CN(C)C1=NC(=NC(=N1)N(C)C)N(C)C. Synergy scores: CSS=-4.10, Synergy_ZIP=-1.51, Synergy_Bliss=-5.00, Synergy_Loewe=-2.45, Synergy_HSA=-3.49. Cell line: CAKI-1. (5) Drug 1: C1=C(C(=O)NC(=O)N1)N(CCCl)CCCl. Drug 2: C1C(C(OC1N2C=NC3=C(N=C(N=C32)Cl)N)CO)O. Cell line: HOP-92. Synergy scores: CSS=37.5, Synergy_ZIP=-10.4, Synergy_Bliss=-4.86, Synergy_Loewe=-3.76, Synergy_HSA=-0.588. (6) Drug 1: C1=C(C(=O)NC(=O)N1)F. Drug 2: B(C(CC(C)C)NC(=O)C(CC1=CC=CC=C1)NC(=O)C2=NC=CN=C2)(O)O. Cell line: ACHN. Synergy scores: CSS=46.9, Synergy_ZIP=4.85, Synergy_Bliss=5.26, Synergy_Loewe=4.79, Synergy_HSA=4.79.